This data is from Peptide-MHC class I binding affinity with 185,985 pairs from IEDB/IMGT. The task is: Regression. Given a peptide amino acid sequence and an MHC pseudo amino acid sequence, predict their binding affinity value. This is MHC class I binding data. The peptide sequence is VDEQIQWM. The MHC is Mamu-A11 with pseudo-sequence Mamu-A11. The binding affinity (normalized) is 0.428.